From a dataset of NCI-60 drug combinations with 297,098 pairs across 59 cell lines. Regression. Given two drug SMILES strings and cell line genomic features, predict the synergy score measuring deviation from expected non-interaction effect. (1) Drug 1: CC1=C(C=C(C=C1)NC2=NC=CC(=N2)N(C)C3=CC4=NN(C(=C4C=C3)C)C)S(=O)(=O)N.Cl. Drug 2: CC1=C2C(C(=O)C3(C(CC4C(C3C(C(C2(C)C)(CC1OC(=O)C(C(C5=CC=CC=C5)NC(=O)C6=CC=CC=C6)O)O)OC(=O)C7=CC=CC=C7)(CO4)OC(=O)C)O)C)OC(=O)C. Cell line: HCT-15. Synergy scores: CSS=19.7, Synergy_ZIP=1.98, Synergy_Bliss=8.21, Synergy_Loewe=0.126, Synergy_HSA=6.41. (2) Drug 1: C1=CC(=C2C(=C1NCCNCCO)C(=O)C3=C(C=CC(=C3C2=O)O)O)NCCNCCO. Drug 2: C1=NNC2=C1C(=O)NC=N2. Cell line: OVCAR3. Synergy scores: CSS=23.7, Synergy_ZIP=-12.9, Synergy_Bliss=-2.25, Synergy_Loewe=-15.3, Synergy_HSA=-1.59. (3) Drug 1: C1CCC(CC1)NC(=O)N(CCCl)N=O. Drug 2: COC1=NC(=NC2=C1N=CN2C3C(C(C(O3)CO)O)O)N. Cell line: HOP-62. Synergy scores: CSS=16.1, Synergy_ZIP=6.09, Synergy_Bliss=15.5, Synergy_Loewe=6.85, Synergy_HSA=11.4. (4) Drug 1: CC12CCC(CC1=CCC3C2CCC4(C3CC=C4C5=CN=CC=C5)C)O. Drug 2: CC1CCC2CC(C(=CC=CC=CC(CC(C(=O)C(C(C(=CC(C(=O)CC(OC(=O)C3CCCCN3C(=O)C(=O)C1(O2)O)C(C)CC4CCC(C(C4)OC)OCCO)C)C)O)OC)C)C)C)OC. Cell line: SN12C. Synergy scores: CSS=16.4, Synergy_ZIP=-2.69, Synergy_Bliss=1.23, Synergy_Loewe=-6.24, Synergy_HSA=2.03. (5) Drug 1: C1CCC(C1)C(CC#N)N2C=C(C=N2)C3=C4C=CNC4=NC=N3. Drug 2: CN(CC1=CN=C2C(=N1)C(=NC(=N2)N)N)C3=CC=C(C=C3)C(=O)NC(CCC(=O)O)C(=O)O. Cell line: CAKI-1. Synergy scores: CSS=15.4, Synergy_ZIP=-4.09, Synergy_Bliss=-1.23, Synergy_Loewe=-0.249, Synergy_HSA=3.76.